From a dataset of Reaction yield outcomes from USPTO patents with 853,638 reactions. Predict the reaction yield, written as a fraction of the theoretical maximum amount of product (1.0 means a 100% yield; for example, 0.34 means a 34% yield). (1) The reactants are [NH2:1][C:2]1[CH:7]=[CH:6][CH:5]=[CH:4][CH:3]=1.[O-]S([O-])(=O)=O.[Na+].[Na+].[CH:15](=O)[CH3:16].[CH2:18]([O:25][C:26](=[O:30])[NH:27][CH:28]=[CH2:29])[C:19]1[CH:24]=[CH:23][CH:22]=[CH:21][CH:20]=1.B(F)(F)F.CCOCC. The catalyst is C(Cl)Cl. The product is [CH2:18]([O:25][C:26](=[O:30])[NH:27][C@H:28]1[C:7]2[C:2](=[CH:3][CH:4]=[CH:5][CH:6]=2)[NH:1][C@@H:15]([CH3:16])[CH2:29]1)[C:19]1[CH:24]=[CH:23][CH:22]=[CH:21][CH:20]=1. The yield is 0.330. (2) The reactants are [Si:1]([O:8][C@H:9]([C:18]1[CH:23]=[CH:22][CH:21]=[CH:20][CH:19]=1)[C@@H:10]([CH2:14][CH2:15][C:16]#[CH:17])C(O)=O)([C:4]([CH3:7])([CH3:6])[CH3:5])([CH3:3])[CH3:2].C([N:26]([CH2:29]C)CC)C.C1(P(N=[N+]=[N-])(C2C=CC=CC=2)=[O:38])C=CC=CC=1.[CH3:48][O:49][C:50]1[CH:57]=[CH:56][C:53]([CH2:54][OH:55])=[CH:52][CH:51]=1. The catalyst is C1(C)C=CC=CC=1.C(=O)(O)[O-]. The product is [Si:1]([O:8][C@H:9]([C:18]1[CH:23]=[CH:22][CH:21]=[CH:20][CH:19]=1)[C@H:10]([NH:26][C:29](=[O:38])[O:55][CH2:54][C:53]1[CH:56]=[CH:57][C:50]([O:49][CH3:48])=[CH:51][CH:52]=1)[CH2:14][CH2:15][C:16]#[CH:17])([C:4]([CH3:5])([CH3:6])[CH3:7])([CH3:3])[CH3:2]. The yield is 0.905.